Predict the reactants needed to synthesize the given product. From a dataset of Full USPTO retrosynthesis dataset with 1.9M reactions from patents (1976-2016). (1) Given the product [Cl:1][C:2]1[C:10]2[N:9]([CH:11]3[CH2:13][CH2:12]3)[CH2:8][C@@H:7]3[CH2:14][NH:15][CH2:16][CH2:17][C:5]([C:6]=23)=[CH:4][CH:3]=1, predict the reactants needed to synthesize it. The reactants are: [Cl:1][C:2]1[C:10]2[N:9]([CH:11]3[CH2:13][CH2:12]3)[CH2:8][C@@H:7]3[CH2:14][N:15](C(OC(C)(C)C)=O)[CH2:16][CH2:17][C:5]([C:6]=23)=[CH:4][CH:3]=1.Cl.C(OCC)(=O)C.C(=O)(O)[O-].[Na+]. (2) Given the product [CH3:20][C:5]1[CH:4]=[CH:3][CH:2]=[C:10]2[C:6]=1[CH:7]=[C:8]([B:11]1[O:15][C:14]([CH3:17])([CH3:16])[C:13]([CH3:19])([CH3:18])[O:12]1)[NH:9]2, predict the reactants needed to synthesize it. The reactants are: Cl[C:2]1[CH:3]=[CH:4][CH:5]=[C:6]2[C:10]=1[NH:9][C:8]([B:11]1[O:15][C:14]([CH3:17])([CH3:16])[C:13]([CH3:19])([CH3:18])[O:12]1)=[CH:7]2.[CH3:20]C1C=CC=C2C=1C=CN2. (3) Given the product [OH:26][CH:15]1[C:14](=[O:17])[N:13]2[C@@H:9]([C:6]3[CH:5]=[CH:4][C:3]([O:2][CH3:1])=[CH:8][CH:7]=3)[O:10][CH2:11][C@@H:12]2[CH2:16]1, predict the reactants needed to synthesize it. The reactants are: [CH3:1][O:2][C:3]1[CH:8]=[CH:7][C:6]([C@@H:9]2[N:13]3[C:14](=[O:17])[CH2:15][CH2:16][C@H:12]3[CH2:11][O:10]2)=[CH:5][CH:4]=1.[Li+].CC([N-]C(C)C)C.[O:26]1CN1.CCOC(C)=O.